From a dataset of Catalyst prediction with 721,799 reactions and 888 catalyst types from USPTO. Predict which catalyst facilitates the given reaction. Reactant: [CH2:1]([C:8]1[C:9]([CH:19]=[O:20])=[N:10][C:11]2[C:16]([CH:17]=1)=[CH:15][CH:14]=[C:13]([Cl:18])[CH:12]=2)[C:2]1[CH:7]=[CH:6][CH:5]=[CH:4][CH:3]=1.[CH:21]([Mg]Cl)([CH3:23])[CH3:22]. Product: [CH2:1]([C:8]1[C:9]([CH:19]([OH:20])[CH:21]([CH3:23])[CH3:22])=[N:10][C:11]2[C:16]([CH:17]=1)=[CH:15][CH:14]=[C:13]([Cl:18])[CH:12]=2)[C:2]1[CH:3]=[CH:4][CH:5]=[CH:6][CH:7]=1. The catalyst class is: 2.